This data is from Full USPTO retrosynthesis dataset with 1.9M reactions from patents (1976-2016). The task is: Predict the reactants needed to synthesize the given product. Given the product [C:10]1([CH3:26])[CH:15]=[CH:14][CH:13]=[CH:12][C:11]=1[C:16]([CH:18]1[CH:23]2[CH2:24][CH2:25][N:20]([CH2:21][CH2:22]2)[CH2:19]1)([OH:17])[CH2:1][C:2]1[CH:7]=[CH:6][CH:5]=[CH:4][CH:3]=1, predict the reactants needed to synthesize it. The reactants are: [CH2:1]([Mg]Cl)[C:2]1[CH:7]=[CH:6][CH:5]=[CH:4][CH:3]=1.[C:10]1([CH3:26])[CH:15]=[CH:14][CH:13]=[CH:12][C:11]=1[C:16]([CH:18]1[CH:23]2[CH2:24][CH2:25][N:20]([CH2:21][CH2:22]2)[CH2:19]1)=[O:17].